Task: Predict the reactants needed to synthesize the given product.. Dataset: Full USPTO retrosynthesis dataset with 1.9M reactions from patents (1976-2016) Given the product [Br:30][C:9]1[C:10]2[CH2:16][CH2:15][N:14]([C:17]([O:19][C:20]([CH3:23])([CH3:22])[CH3:21])=[O:18])[CH2:13][CH2:12][C:11]=2[CH:24]=[C:7]2[O:6][CH2:5][CH2:4][N:3]([CH2:1][CH3:2])[C:8]=12, predict the reactants needed to synthesize it. The reactants are: [CH2:1]([N:3]1[C:8]2=[CH:9][C:10]3[CH2:16][CH2:15][N:14]([C:17]([O:19][C:20]([CH3:23])([CH3:22])[CH3:21])=[O:18])[CH2:13][CH2:12][C:11]=3[CH:24]=[C:7]2[O:6][CH2:5][CH2:4]1)[CH3:2].C(=O)([O-])O.[Na+].[Br:30]Br.S([O-])([O-])(=O)=S.[Na+].[Na+].